This data is from Catalyst prediction with 721,799 reactions and 888 catalyst types from USPTO. The task is: Predict which catalyst facilitates the given reaction. (1) Reactant: [CH3:1][S:2](Cl)(=[O:4])=[O:3].[CH2:6]1[O:11][CH:10]([C:12]2[CH:17]=[CH:16][CH:15]=[CH:14][CH:13]=2)[O:9][CH2:8][CH:7]1[OH:18]. Product: [CH3:1][S:2]([O:18][CH:7]1[CH2:6][O:11][CH:10]([C:12]2[CH:17]=[CH:16][CH:15]=[CH:14][CH:13]=2)[O:9][CH2:8]1)(=[O:4])=[O:3]. The catalyst class is: 347. (2) Reactant: Cl[C:2]1[N:3]=[C:4]([N:13]2[CH2:18][CH2:17][N:16]([C:19](=[O:27])[CH2:20][C:21]3[CH:26]=[CH:25][CH:24]=[CH:23][CH:22]=3)[CH2:15][CH2:14]2)[C:5]2[CH:10]=[C:9]([CH2:11][CH3:12])[S:8][C:6]=2[N:7]=1.[SH:28][CH2:29][C:30]([NH:32][C:33]1[CH:38]=[CH:37][CH:36]=[CH:35][CH:34]=1)=[O:31]. Product: [CH2:11]([C:9]1[S:8][C:6]2[N:7]=[C:2]([S:28][CH2:29][C:30]([NH:32][C:33]3[CH:38]=[CH:37][CH:36]=[CH:35][CH:34]=3)=[O:31])[N:3]=[C:4]([N:13]3[CH2:18][CH2:17][N:16]([C:19](=[O:27])[CH2:20][C:21]4[CH:26]=[CH:25][CH:24]=[CH:23][CH:22]=4)[CH2:15][CH2:14]3)[C:5]=2[CH:10]=1)[CH3:12]. The catalyst class is: 3. (3) Reactant: [Cl:1][C:2]1[CH:27]=[CH:26][C:25]([Cl:28])=[CH:24][C:3]=1[O:4][C:5]1[C:10]([C:11]([N:13]2[C:22]3[C:17](=[CH:18][CH:19]=[CH:20][CH:21]=3)[C:16](=O)[CH2:15][CH2:14]2)=[O:12])=[CH:9][CH:8]=[CH:7][N:6]=1.Cl.[F:30][C:31]1([F:35])[CH2:34][NH:33][CH2:32]1.C(O)(=O)C.C(N(C(C)C)C(C)C)C.C(O[BH-](OC(=O)C)OC(=O)C)(=O)C.[Na+]. Product: [Cl:1][C:2]1[CH:27]=[CH:26][C:25]([Cl:28])=[CH:24][C:3]=1[O:4][C:5]1[C:10]([C:11]([N:13]2[C:22]3[C:17](=[CH:18][CH:19]=[CH:20][CH:21]=3)[CH:16]([N:33]3[CH2:34][C:31]([F:35])([F:30])[CH2:32]3)[CH2:15][CH2:14]2)=[O:12])=[CH:9][CH:8]=[CH:7][N:6]=1. The catalyst class is: 8. (4) Reactant: C[C:2]1[CH:3]=[CH:4][C:5]2[O:9][CH:8]=[CH:7][C:6]=2[CH:10]=1.B(Br)(Br)Br.C([O-])([O-])=[O:16].[Na+].[Na+]. Product: [OH:16][C:2]1[CH:3]=[CH:4][C:5]2[O:9][CH:8]=[CH:7][C:6]=2[CH:10]=1. The catalyst class is: 2. (5) Reactant: [NH:1]1[CH2:4][CH:3]([O:5][C:6]2[C:11]3[CH:12]=[C:13]([CH3:15])[O:14][C:10]=3[CH:9]=[C:8]([C:16]([O:18][CH2:19][CH3:20])=[O:17])[CH:7]=2)[CH2:2]1.[CH3:21][S:22](Cl)(=[O:24])=[O:23]. Product: [CH3:15][C:13]1[O:14][C:10]2[CH:9]=[C:8]([C:16]([O:18][CH2:19][CH3:20])=[O:17])[CH:7]=[C:6]([O:5][CH:3]3[CH2:4][N:1]([S:22]([CH3:21])(=[O:24])=[O:23])[CH2:2]3)[C:11]=2[CH:12]=1. The catalyst class is: 2. (6) Reactant: CC1(C)C(C)(C)OB([C:9]2[S:10][C:11]([S:14]([CH3:17])(=[O:16])=[O:15])=[CH:12][CH:13]=2)O1.Br[C:20]1[N:25]=[C:24]([NH:26][C:27]2[CH:31]=[C:30]([CH:32]3[CH2:34][CH2:33]3)[NH:29][N:28]=2)[C:23]([C:35]#[C:36][Si](C)(C)C)=[CH:22][N:21]=1.C([O-])([O-])=O.[K+].[K+].O1CCOCC1. Product: [CH:32]1([C:30]2[NH:29][N:28]=[C:27]([NH:26][C:24]3[C:23]([C:35]#[CH:36])=[CH:22][N:21]=[C:20]([C:9]4[S:10][C:11]([S:14]([CH3:17])(=[O:15])=[O:16])=[CH:12][CH:13]=4)[N:25]=3)[CH:31]=2)[CH2:34][CH2:33]1. The catalyst class is: 6. (7) Reactant: [Cl:1][C:2]1[C:3]([F:31])=[C:4]([C@@H:8]2[C@:12]([C:15]3[CH:20]=[CH:19][C:18]([Cl:21])=[CH:17][C:16]=3[F:22])([C:13]#[N:14])[C@H:11]([CH2:23][C:24]([CH3:27])([CH3:26])[CH3:25])[NH:10][C@H:9]2[C:28](O)=[O:29])[CH:5]=[CH:6][CH:7]=1.CN(C(ON1N=NC2C=CC=NC1=2)=[N+](C)C)C.F[P-](F)(F)(F)(F)F.[NH2:56][C:57]1[CH:58]=[C:59]2[C:64](=[CH:65][CH:66]=1)[CH:63]=[C:62]([C:67]([O:69][CH3:70])=[O:68])[CH:61]=[CH:60]2.CCN(C(C)C)C(C)C. Product: [CH3:70][O:69][C:67]([C:62]1[CH:61]=[CH:60][C:59]2[C:64](=[CH:65][CH:66]=[C:57]([NH:56][C:28]([C@H:9]3[C@H:8]([C:4]4[CH:5]=[CH:6][CH:7]=[C:2]([Cl:1])[C:3]=4[F:31])[C@:12]([C:15]4[CH:20]=[CH:19][C:18]([Cl:21])=[CH:17][C:16]=4[F:22])([C:13]#[N:14])[C@H:11]([CH2:23][C:24]([CH3:27])([CH3:25])[CH3:26])[NH:10]3)=[O:29])[CH:58]=2)[CH:63]=1)=[O:68]. The catalyst class is: 2. (8) Reactant: [N:1]1[C:8]([Cl:9])=[N:7][C:5](Cl)=[N:4][C:2]=1[Cl:3].C(N(CC)C(C)C)(C)C.[CH3:19][C:20]1[O:26][C:23]([CH2:24][NH2:25])=[CH:22][CH:21]=1. Product: [Cl:9][C:8]1[N:1]=[C:2]([Cl:3])[N:4]=[C:5]([NH:25][CH2:24][C:23]2[O:26][C:20]([CH3:19])=[CH:21][CH:22]=2)[N:7]=1. The catalyst class is: 1. (9) Reactant: C[O:2][C:3]([C:5]1[CH:6]=[C:7]2[C:11](=[CH:12][CH:13]=1)[N:10]([CH2:14][C:15]1[CH:20]=[C:19]([Br:21])[CH:18]=[CH:17][C:16]=1[O:22][CH2:23][C:24]([OH:27])([CH3:26])[CH3:25])[N:9]=[CH:8]2)=[O:4].CO.[OH-].[Li+]. Product: [Br:21][C:19]1[CH:18]=[CH:17][C:16]([O:22][CH2:23][C:24]([OH:27])([CH3:25])[CH3:26])=[C:15]([CH:20]=1)[CH2:14][N:10]1[C:11]2[C:7](=[CH:6][C:5]([C:3]([OH:4])=[O:2])=[CH:13][CH:12]=2)[CH:8]=[N:9]1. The catalyst class is: 20.